Dataset: Reaction yield outcomes from USPTO patents with 853,638 reactions. Task: Predict the reaction yield, written as a fraction of the theoretical maximum amount of product (1.0 means a 100% yield; for example, 0.34 means a 34% yield). (1) The reactants are Br[C:2]1[CH:3]=[C:4]([N:22]([CH2:29][CH3:30])[CH:23]2[CH2:28][CH2:27][O:26][CH2:25][CH2:24]2)[C:5]([CH3:21])=[C:6]([CH:20]=1)[C:7]([NH:9][CH2:10][C:11]1[C:12](=[O:19])[NH:13][C:14]([CH3:18])=[CH:15][C:16]=1[CH3:17])=[O:8].[CH3:31][N:32]1[CH:36]=[C:35](B(O)O)[CH:34]=[N:33]1.C([O-])([O-])=O.[Na+].[Na+]. The catalyst is O1CCOCC1.O.C1C=CC([P]([Pd]([P](C2C=CC=CC=2)(C2C=CC=CC=2)C2C=CC=CC=2)([P](C2C=CC=CC=2)(C2C=CC=CC=2)C2C=CC=CC=2)[P](C2C=CC=CC=2)(C2C=CC=CC=2)C2C=CC=CC=2)(C2C=CC=CC=2)C2C=CC=CC=2)=CC=1. The product is [CH3:17][C:16]1[CH:15]=[C:14]([CH3:18])[NH:13][C:12](=[O:19])[C:11]=1[CH2:10][NH:9][C:7](=[O:8])[C:6]1[CH:20]=[C:2]([C:35]2[CH:34]=[N:33][N:32]([CH3:31])[CH:36]=2)[CH:3]=[C:4]([N:22]([CH2:29][CH3:30])[CH:23]2[CH2:28][CH2:27][O:26][CH2:25][CH2:24]2)[C:5]=1[CH3:21]. The yield is 0.500. (2) The yield is 0.930. The reactants are [F:1][C:2]([C:19]1[CH:20]=[C:21]([NH:25][C:26]([NH2:28])=[O:27])[CH:22]=[CH:23][CH:24]=1)([F:18])[CH2:3][O:4][C:5]1[CH:10]=[CH:9][CH:8]=[C:7]([CH2:11][C:12]2([CH3:17])OCC[O:13]2)[CH:6]=1.C(OCC)(=O)C. The product is [F:1][C:2]([C:19]1[CH:20]=[C:21]([NH:25][C:26]([NH2:28])=[O:27])[CH:22]=[CH:23][CH:24]=1)([F:18])[CH2:3][O:4][C:5]1[CH:10]=[CH:9][CH:8]=[C:7]([CH2:11][C:12](=[O:13])[CH3:17])[CH:6]=1. The catalyst is C(O)(=O)C.O. (3) The reactants are [F:1][C:2]([F:32])([F:31])[O:3][C:4]1[CH:30]=[CH:29][C:7]([O:8][CH:9]2[CH2:12][N:11]([CH2:13][C:14]([NH:16][C@@H:17]3[CH2:22][O:21][C:20]4=[N:23][C:24]([N+:26]([O-:28])=[O:27])=[CH:25][N:19]4[CH2:18]3)=[O:15])[CH2:10]2)=[CH:6][CH:5]=1.[C:33]([OH:40])(=[O:39])/[CH:34]=[CH:35]\[C:36]([OH:38])=[O:37]. The catalyst is C(O)(C)C. The product is [C:33]([OH:40])(=[O:39])/[CH:34]=[CH:35]\[C:36]([OH:38])=[O:37].[F:32][C:2]([F:1])([F:31])[O:3][C:4]1[CH:30]=[CH:29][C:7]([O:8][CH:9]2[CH2:12][N:11]([CH2:13][C:14]([NH:16][C@@H:17]3[CH2:22][O:21][C:20]4=[N:23][C:24]([N+:26]([O-:28])=[O:27])=[CH:25][N:19]4[CH2:18]3)=[O:15])[CH2:10]2)=[CH:6][CH:5]=1. The yield is 0.450. (4) The reactants are C(=O)C1C=CC=CC=1.[CH3:9][NH:10][CH:11]1[CH2:16][CH2:15][CH:14]([NH2:17])[CH2:13][CH2:12]1.[C:26](O[C:26]([O:28][C:29]([CH3:32])([CH3:31])[CH3:30])=[O:27])([O:28][C:29]([CH3:32])([CH3:31])[CH3:30])=[O:27].S([O-])(O)(=O)=O.[K+]. The catalyst is C1(C)C=CC=CC=1. The product is [C:29]([O:28][C:26](=[O:27])[N:10]([CH:11]1[CH2:16][CH2:15][CH:14]([NH2:17])[CH2:13][CH2:12]1)[CH3:9])([CH3:30])([CH3:31])[CH3:32]. The yield is 0.590. (5) The reactants are Br[C:2]1[CH:9]=[C:8]([F:10])[C:5]([CH:6]=[O:7])=[C:4]([F:11])[CH:3]=1.[C:12]([O:16][CH3:17])(=[O:15])[CH:13]=[CH2:14].C1(C)C=CC=CC=1P(C1C=CC=CC=1C)C1C=CC=CC=1C.C(N(CC)CC)C. The catalyst is C([O-])(=O)C.[Pd+2].C([O-])(=O)C.CC(N(C)C)=O. The product is [F:11][C:4]1[CH:3]=[C:2](/[CH:14]=[CH:13]/[C:12]([O:16][CH3:17])=[O:15])[CH:9]=[C:8]([F:10])[C:5]=1[CH:6]=[O:7]. The yield is 0.870.